This data is from Forward reaction prediction with 1.9M reactions from USPTO patents (1976-2016). The task is: Predict the product of the given reaction. (1) Given the reactants [C:1]1([C:7](=[C:9]2[C:17]3[C:12](=[CH:13][CH:14]=[CH:15][CH:16]=3)[NH:11][C:10]2=[O:18])[CH3:8])[CH:6]=[CH:5][CH:4]=[CH:3][CH:2]=1.C([O-])([O-])=O.[K+].[K+].CNCCNC.I[C:32]1[CH:33]=[C:34]([CH:40]=[CH:41][CH:42]=1)[C:35]([O:37][CH2:38][CH3:39])=[O:36], predict the reaction product. The product is: [CH2:38]([O:37][C:35](=[O:36])[C:34]1[CH:40]=[CH:41][CH:42]=[C:32]([N:11]2[C:12]3[C:17](=[CH:16][CH:15]=[CH:14][CH:13]=3)[C:9](=[C:7]([C:1]3[CH:2]=[CH:3][CH:4]=[CH:5][CH:6]=3)[CH3:8])[C:10]2=[O:18])[CH:33]=1)[CH3:39]. (2) The product is: [Cl:24][C:19]1[CH:18]=[C:17]([C:15](=[N:28][OH:25])[CH2:14][C:4]2[CH:9]=[CH:8][C:7]([C:10]([F:13])([F:12])[F:11])=[CH:6][N:5]=2)[CH:22]=[C:21]([Cl:23])[CH:20]=1. Given the reactants [H-].[Na+].Cl[C:4]1[CH:9]=[CH:8][C:7]([C:10]([F:13])([F:12])[F:11])=[CH:6][N:5]=1.[CH3:14][C:15]([C:17]1[CH:22]=[C:21]([Cl:23])[CH:20]=[C:19]([Cl:24])[CH:18]=1)=O.[OH-:25].[Na+].Cl.[NH2:28]O, predict the reaction product. (3) The product is: [F:8][C:9]1[CH:10]=[C:11]([S:16][C:17]2[CH:18]=[C:19]3[C:25]([NH:26][C:27](=[O:54])[C:28]4[CH:33]=[CH:32][C:31]([N:34]5[CH2:39][CH2:38][N:37]([CH3:40])[CH2:36][CH2:35]5)=[CH:30][C:29]=4[NH:41][CH:48]4[CH2:49][CH2:50][O:51][CH2:52][CH2:53]4)=[N:24][NH:23][C:20]3=[N:21][CH:22]=2)[CH:12]=[C:13]([F:15])[CH:14]=1. Given the reactants C(N(CC)CC)C.[F:8][C:9]1[CH:10]=[C:11]([S:16][C:17]2[CH:18]=[C:19]3[C:25]([NH:26][C:27](=[O:54])[C:28]4[CH:33]=[CH:32][C:31]([N:34]5[CH2:39][CH2:38][N:37]([CH3:40])[CH2:36][CH2:35]5)=[CH:30][C:29]=4[N:41]([CH:48]4[CH2:53][CH2:52][O:51][CH2:50][CH2:49]4)C(=O)C(F)(F)F)=[N:24][NH:23][C:20]3=[N:21][CH:22]=2)[CH:12]=[C:13]([F:15])[CH:14]=1, predict the reaction product.